From a dataset of NCI-60 drug combinations with 297,098 pairs across 59 cell lines. Regression. Given two drug SMILES strings and cell line genomic features, predict the synergy score measuring deviation from expected non-interaction effect. (1) Drug 1: CC1=C2C(C(=O)C3(C(CC4C(C3C(C(C2(C)C)(CC1OC(=O)C(C(C5=CC=CC=C5)NC(=O)OC(C)(C)C)O)O)OC(=O)C6=CC=CC=C6)(CO4)OC(=O)C)O)C)O. Drug 2: C1CN1C2=NC(=NC(=N2)N3CC3)N4CC4. Cell line: SNB-75. Synergy scores: CSS=18.5, Synergy_ZIP=-10.5, Synergy_Bliss=-1.74, Synergy_Loewe=-0.306, Synergy_HSA=0.0689. (2) Drug 1: CCN(CC)CCCC(C)NC1=C2C=C(C=CC2=NC3=C1C=CC(=C3)Cl)OC. Drug 2: C1CN(CCN1C(=O)CCBr)C(=O)CCBr. Cell line: A498. Synergy scores: CSS=27.5, Synergy_ZIP=-5.57, Synergy_Bliss=0.565, Synergy_Loewe=0.126, Synergy_HSA=0.697. (3) Drug 1: CC1OCC2C(O1)C(C(C(O2)OC3C4COC(=O)C4C(C5=CC6=C(C=C35)OCO6)C7=CC(=C(C(=C7)OC)O)OC)O)O. Drug 2: CC1=C(C(=CC=C1)Cl)NC(=O)C2=CN=C(S2)NC3=CC(=NC(=N3)C)N4CCN(CC4)CCO. Cell line: EKVX. Synergy scores: CSS=18.8, Synergy_ZIP=-8.16, Synergy_Bliss=-0.333, Synergy_Loewe=1.07, Synergy_HSA=2.29. (4) Drug 1: CN(CCCl)CCCl.Cl. Drug 2: CC(C)CN1C=NC2=C1C3=CC=CC=C3N=C2N. Cell line: TK-10. Synergy scores: CSS=20.5, Synergy_ZIP=-4.75, Synergy_Bliss=1.73, Synergy_Loewe=0.872, Synergy_HSA=1.03. (5) Drug 1: CC1=C(C=C(C=C1)NC(=O)C2=CC=C(C=C2)CN3CCN(CC3)C)NC4=NC=CC(=N4)C5=CN=CC=C5. Drug 2: C(CN)CNCCSP(=O)(O)O. Cell line: UACC-257. Synergy scores: CSS=-2.41, Synergy_ZIP=3.18, Synergy_Bliss=3.23, Synergy_Loewe=0.525, Synergy_HSA=-0.0755. (6) Drug 1: CCCS(=O)(=O)NC1=C(C(=C(C=C1)F)C(=O)C2=CNC3=C2C=C(C=N3)C4=CC=C(C=C4)Cl)F. Drug 2: CNC(=O)C1=CC=CC=C1SC2=CC3=C(C=C2)C(=NN3)C=CC4=CC=CC=N4. Cell line: SN12C. Synergy scores: CSS=3.81, Synergy_ZIP=-0.113, Synergy_Bliss=0.0751, Synergy_Loewe=-5.57, Synergy_HSA=-1.95.